Dataset: Reaction yield outcomes from USPTO patents with 853,638 reactions. Task: Predict the reaction yield, written as a fraction of the theoretical maximum amount of product (1.0 means a 100% yield; for example, 0.34 means a 34% yield). (1) The reactants are [CH:1]1([C@:4]([OH:24])([CH3:23])[CH2:5][NH:6][C:7]([C:9]2[CH:14]=[N:13][C:12](Br)=[C:11]([C:16]3[CH:21]=[CH:20][C:19]([Cl:22])=[CH:18][CH:17]=3)[N:10]=2)=[O:8])[CH2:3][CH2:2]1.C(=O)([O-])[O-].[Cs+].[Cs+].C(OCC)(=O)C.[F:37][C:38]([F:42])([F:41])[CH2:39][OH:40]. No catalyst specified. The product is [CH:1]1([C@:4]([OH:24])([CH3:23])[CH2:5][NH:6][C:7]([C:9]2[CH:14]=[N:13][C:12]([O:40][CH2:39][C:38]([F:42])([F:41])[F:37])=[C:11]([C:16]3[CH:21]=[CH:20][C:19]([Cl:22])=[CH:18][CH:17]=3)[N:10]=2)=[O:8])[CH2:3][CH2:2]1. The yield is 0.980. (2) The reactants are [OH:1][C:2]1[C:11](=[O:12])[N:10]2[C:5]([C:6]([CH3:14])([CH3:13])[O:7][CH2:8][CH2:9]2)=[N:4][C:3]=1[C:15]([O:17][CH2:18][CH3:19])=[O:16].[CH2:20](Br)[C:21]1[CH:26]=[CH:25][CH:24]=[CH:23][CH:22]=1.C([O-])([O-])=O.[K+].[K+]. The catalyst is CN(C=O)C.CCOCC. The product is [CH2:20]([O:1][C:2]1[C:11](=[O:12])[N:10]2[C:5]([C:6]([CH3:13])([CH3:14])[O:7][CH2:8][CH2:9]2)=[N:4][C:3]=1[C:15]([O:17][CH2:18][CH3:19])=[O:16])[C:21]1[CH:26]=[CH:25][CH:24]=[CH:23][CH:22]=1. The yield is 0.780. (3) The reactants are [CH3:1][O:2][C:3]1[CH:4]=[C:5]2[C:10](=[CH:11][CH:12]=1)[N:9]=[C:8]([CH2:13]Br)[CH:7]=[CH:6]2.[CH2:15]([NH2:18])[CH2:16][NH2:17].[C:19](=[O:22])([O-])[O-].[K+].[K+]. The catalyst is C(#N)C. The product is [CH3:1][O:2][C:3]1[CH:4]=[C:5]2[C:10](=[CH:11][CH:12]=1)[N:9]=[C:8]([CH2:13][N:17]([CH2:13][C:8]1[CH:7]=[CH:6][C:5]3[C:10](=[CH:11][CH:12]=[C:3]([O:22][CH3:19])[CH:4]=3)[N:9]=1)[CH2:16][CH2:15][N:18]([CH2:13][C:8]1[CH:7]=[CH:6][C:5]3[C:10](=[CH:11][CH:12]=[C:3]([O:2][CH3:1])[CH:4]=3)[N:9]=1)[CH2:13][C:8]1[CH:7]=[CH:6][C:5]3[C:10](=[CH:11][CH:12]=[C:3]([O:2][CH3:1])[CH:4]=3)[N:9]=1)[CH:7]=[CH:6]2. The yield is 0.330.